From a dataset of Forward reaction prediction with 1.9M reactions from USPTO patents (1976-2016). Predict the product of the given reaction. (1) Given the reactants [Cl:1][C:2]1[CH:3]=[N:4][CH:5]=[C:6]([Cl:20])[C:7]=1[S:8][C:9]1[S:13][C:12]([C:14]([OH:16])=O)=[CH:11][C:10]=1[N+:17]([O-:19])=[O:18].[NH2:21][C:22]1[CH:31]=[CH:30][CH:29]=[C:28]2[C:23]=1[CH:24]=[CH:25][N:26]=[CH:27]2, predict the reaction product. The product is: [Cl:20][C:6]1[CH:5]=[N:4][CH:3]=[C:2]([Cl:1])[C:7]=1[S:8][C:9]1[S:13][C:12]([C:14]([NH:21][C:22]2[CH:31]=[CH:30][CH:29]=[C:28]3[C:23]=2[CH:24]=[CH:25][N:26]=[CH:27]3)=[O:16])=[CH:11][C:10]=1[N+:17]([O-:19])=[O:18]. (2) Given the reactants [CH:1]([C:3]1[CH:8]=[CH:7][CH:6]=[CH:5][C:4]=1[B:9]1[O:17][C:14]([CH3:16])([CH3:15])[C:11]([CH3:13])([CH3:12])[O:10]1)=O.[C:18]([NH:26][NH2:27])(=[O:25])[C:19]1[CH:24]=[CH:23][N:22]=[CH:21][CH:20]=1, predict the reaction product. The product is: [CH3:12][C:11]1([CH3:13])[C:14]([CH3:16])([CH3:15])[O:17][B:9]([C:4]2[CH:5]=[CH:6][CH:7]=[CH:8][C:3]=2[CH:1]=[N:27][NH:26][C:18](=[O:25])[C:19]2[CH:24]=[CH:23][N:22]=[CH:21][CH:20]=2)[O:10]1. (3) Given the reactants C1N2CN3[CH2:10][N:4](C2)CN1C3.[CH:11]1[C:16]([C:17](CBr)=[O:18])=[CH:15][CH:14]=[C:13]([F:21])[CH:12]=1.[ClH:22], predict the reaction product. The product is: [ClH:22].[NH2:4][CH2:10][C:17]([C:16]1[CH:15]=[CH:14][C:13]([F:21])=[CH:12][CH:11]=1)=[O:18]. (4) Given the reactants [NH2:1][C:2]1[CH:3]=[C:4]([CH:17]=[CH:18][C:19]=1[Cl:20])[C:5]([NH:7][CH2:8][C:9]1[CH:14]=[C:13]([F:15])[CH:12]=[CH:11][C:10]=1[F:16])=[O:6].C(N(C(C)C)C(C)C)C.Cl[C:31](=[O:37])[CH2:32][C:33]([O:35][CH3:36])=[O:34], predict the reaction product. The product is: [CH3:36][O:35][C:33](=[O:34])[CH2:32][C:31]([NH:1][C:2]1[CH:3]=[C:4]([C:5](=[O:6])[NH:7][CH2:8][C:9]2[CH:14]=[C:13]([F:15])[CH:12]=[CH:11][C:10]=2[F:16])[CH:17]=[CH:18][C:19]=1[Cl:20])=[O:37]. (5) Given the reactants C(OC([N:11]1[CH2:16][CH2:15][C@@:14]([OH:18])([CH3:17])[C@H:13]([F:19])[CH2:12]1)=O)C1C=CC=CC=1, predict the reaction product. The product is: [F:19][C@H:13]1[C@@:14]([CH3:17])([OH:18])[CH2:15][CH2:16][NH:11][CH2:12]1.